From a dataset of NCI-60 drug combinations with 297,098 pairs across 59 cell lines. Regression. Given two drug SMILES strings and cell line genomic features, predict the synergy score measuring deviation from expected non-interaction effect. Drug 1: CC12CCC3C(C1CCC2=O)CC(=C)C4=CC(=O)C=CC34C. Drug 2: C1CN1P(=S)(N2CC2)N3CC3. Cell line: HOP-92. Synergy scores: CSS=18.9, Synergy_ZIP=-2.87, Synergy_Bliss=-1.18, Synergy_Loewe=-1.53, Synergy_HSA=-0.630.